Predict the product of the given reaction. From a dataset of Forward reaction prediction with 1.9M reactions from USPTO patents (1976-2016). (1) Given the reactants [OH:1][CH:2]([C:11]([CH3:26])([S:13]([C:16]1[CH:21]=[CH:20][CH:19]=[C:18]([C:22]([F:25])([F:24])[F:23])[CH:17]=1)(=[O:15])=[O:14])[CH3:12])[CH2:3][C:4]([O:6]C(C)(C)C)=[O:5], predict the reaction product. The product is: [OH:1][CH:2]([C:11]([CH3:26])([S:13]([C:16]1[CH:21]=[CH:20][CH:19]=[C:18]([C:22]([F:25])([F:23])[F:24])[CH:17]=1)(=[O:14])=[O:15])[CH3:12])[CH2:3][C:4]([OH:6])=[O:5]. (2) Given the reactants [C:1]([C@H:5]([NH:27][CH2:28][C:29]([O-:31])=O)[C:6]([N:8]1[CH2:12][C:11]([C:13]2[CH:18]=[C:17]([F:19])[CH:16]=[CH:15][C:14]=2[F:20])=[CH:10][C@H:9]1[C:21]1[CH:26]=[CH:25][CH:24]=[CH:23][CH:22]=1)=[O:7])([CH3:4])([CH3:3])[CH3:2].[CH2:32]([NH2:34])[CH3:33], predict the reaction product. The product is: [C:1]([C@H:5]([NH:27][CH2:28][C:29]([NH:34][CH2:32][CH3:33])=[O:31])[C:6]([N:8]1[CH2:12][C:11]([C:13]2[CH:18]=[C:17]([F:19])[CH:16]=[CH:15][C:14]=2[F:20])=[CH:10][C@H:9]1[C:21]1[CH:26]=[CH:25][CH:24]=[CH:23][CH:22]=1)=[O:7])([CH3:4])([CH3:2])[CH3:3]. (3) Given the reactants C(=O)(O)[O-].[NH4+].FC(F)(F)C([O-])=O.FC(F)(F)C(O)=O.[NH2:20][C:21]([CH3:56])([CH3:55])[CH2:22][O:23][C:24]1[CH:29]=[CH:28][C:27]([NH:30][C:31]2[CH:36]=[CH:35][C:34]([CH2:37][CH2:38][NH:39][CH2:40][C@@H:41]([C:43]3[CH:52]=[CH:51][C:50]([OH:53])=[C:49]4[C:44]=3[CH:45]=[CH:46][C:47](=[O:54])[NH:48]4)[OH:42])=[CH:33][CH:32]=2)=[CH:26][CH:25]=1, predict the reaction product. The product is: [NH2:20][C:21]([CH3:56])([CH3:55])[CH2:22][O:23][C:24]1[CH:29]=[CH:28][C:27]([NH:30][C:31]2[CH:32]=[CH:33][C:34]([CH2:37][CH2:38][NH:39][CH2:40][C@@H:41]([C:43]3[CH:52]=[CH:51][C:50]([OH:53])=[C:49]4[C:44]=3[CH:45]=[CH:46][C:47](=[O:54])[NH:48]4)[OH:42])=[CH:35][CH:36]=2)=[CH:26][CH:25]=1. (4) Given the reactants C([O:3][C:4]([C:6]1[O:10][N:9]=[C:8]([C:11]2[CH:16]=[CH:15][C:14]([NH:17][C:18]([NH:20][CH:21]3[CH2:26][CH2:25][CH2:24][CH2:23][CH2:22]3)=[O:19])=[CH:13][CH:12]=2)[CH:7]=1)=[O:5])C.[K+].[Br-], predict the reaction product. The product is: [CH:21]1([NH:20][C:18](=[O:19])[NH:17][C:14]2[CH:13]=[CH:12][C:11]([C:8]3[CH:7]=[C:6]([C:4]([OH:5])=[O:3])[O:10][N:9]=3)=[CH:16][CH:15]=2)[CH2:26][CH2:25][CH2:24][CH2:23][CH2:22]1.